This data is from NCI-60 drug combinations with 297,098 pairs across 59 cell lines. The task is: Regression. Given two drug SMILES strings and cell line genomic features, predict the synergy score measuring deviation from expected non-interaction effect. (1) Drug 1: C1=CC(=CC=C1CCC2=CNC3=C2C(=O)NC(=N3)N)C(=O)NC(CCC(=O)O)C(=O)O. Drug 2: C(=O)(N)NO. Cell line: HCT116. Synergy scores: CSS=53.0, Synergy_ZIP=5.79, Synergy_Bliss=1.72, Synergy_Loewe=-2.37, Synergy_HSA=2.68. (2) Drug 1: CC1=C(C=C(C=C1)NC(=O)C2=CC=C(C=C2)CN3CCN(CC3)C)NC4=NC=CC(=N4)C5=CN=CC=C5. Drug 2: CC1=C2C(C(=O)C3(C(CC4C(C3C(C(C2(C)C)(CC1OC(=O)C(C(C5=CC=CC=C5)NC(=O)OC(C)(C)C)O)O)OC(=O)C6=CC=CC=C6)(CO4)OC(=O)C)O)C)O. Cell line: SN12C. Synergy scores: CSS=23.7, Synergy_ZIP=11.2, Synergy_Bliss=12.4, Synergy_Loewe=11.1, Synergy_HSA=7.52. (3) Synergy scores: CSS=23.8, Synergy_ZIP=-4.01, Synergy_Bliss=3.50, Synergy_Loewe=2.77, Synergy_HSA=3.89. Drug 2: CCC1(CC2CC(C3=C(CCN(C2)C1)C4=CC=CC=C4N3)(C5=C(C=C6C(=C5)C78CCN9C7C(C=CC9)(C(C(C8N6C)(C(=O)OC)O)OC(=O)C)CC)OC)C(=O)OC)O.OS(=O)(=O)O. Drug 1: CC1=C(C(=CC=C1)Cl)NC(=O)C2=CN=C(S2)NC3=CC(=NC(=N3)C)N4CCN(CC4)CCO. Cell line: IGROV1. (4) Drug 1: C1CC(C1)(C(=O)O)C(=O)O.[NH2-].[NH2-].[Pt+2]. Drug 2: CC(C)NC(=O)C1=CC=C(C=C1)CNNC.Cl. Cell line: U251. Synergy scores: CSS=20.3, Synergy_ZIP=-5.99, Synergy_Bliss=-8.88, Synergy_Loewe=-14.1, Synergy_HSA=-9.31.